This data is from Full USPTO retrosynthesis dataset with 1.9M reactions from patents (1976-2016). The task is: Predict the reactants needed to synthesize the given product. (1) Given the product [F:13][C:8]1[CH:7]=[C:6]([C:4](=[O:5])[CH2:3][CH2:2][N+:23]([O-:25])=[O:24])[CH:11]=[CH:10][C:9]=1[F:12], predict the reactants needed to synthesize it. The reactants are: Cl[CH2:2][CH2:3][C:4]([C:6]1[CH:11]=[CH:10][C:9]([F:12])=[C:8]([F:13])[CH:7]=1)=[O:5].C1(C=C(O)C=C(O)C=1)O.[N:23]([O-:25])=[O:24].[Na+]. (2) Given the product [Br:1][C:2]1[CH:3]=[C:4]([CH:5]2[O:13][CH2:12][CH2:11][O:6]2)[CH:7]=[C:8]([CH3:10])[CH:9]=1, predict the reactants needed to synthesize it. The reactants are: [Br:1][C:2]1[CH:3]=[C:4]([CH:7]=[C:8]([CH3:10])[CH:9]=1)[CH:5]=[O:6].[CH2:11](O)[CH2:12][OH:13].O.C1(C)C=CC(S(O)(=O)=O)=CC=1.C1(C)C=CC=CC=1. (3) Given the product [CH2:20]([NH:28][C:17]([C:15]1[CH:16]=[C:11]([C:5]2[CH:4]=[C:3]([CH2:1][CH3:2])[C:8](=[O:9])[NH:7][C:6]=2[CH3:10])[CH:12]=[N:13][CH:14]=1)=[O:19])[CH2:21][C:22]1[CH:27]=[CH:26][CH:25]=[CH:24][CH:23]=1, predict the reactants needed to synthesize it. The reactants are: [CH2:1]([C:3]1[C:8](=[O:9])[NH:7][C:6]([CH3:10])=[C:5]([C:11]2[CH:12]=[N:13][CH:14]=[C:15]([C:17]([OH:19])=O)[CH:16]=2)[CH:4]=1)[CH3:2].[CH2:20]([NH2:28])[CH2:21][C:22]1[CH:27]=[CH:26][CH:25]=[CH:24][CH:23]=1. (4) Given the product [CH2:5]([C:2]1[S:37][C:36]([N:35]=[S:34]([CH:39]([C:41]2[CH:46]=[CH:45][C:44]([C:47]([F:48])([F:49])[F:50])=[N:43][CH:42]=2)[CH3:40])([CH3:33])=[O:51])=[N:38][CH:3]=1)[C:6]1[CH:11]=[CH:10][CH:9]=[CH:8][CH:7]=1, predict the reactants needed to synthesize it. The reactants are: Br[CH:2]([CH2:5][C:6]1[CH:11]=[CH:10][CH:9]=[CH:8][CH:7]=1)[CH:3]=O.BrC1(Br)C(=O)NC(=O)NC1=O.C1(C(C)C=O)C=CC=CC=1.[CH3:33][S:34](=[O:51])([CH:39]([C:41]1[CH:42]=[N:43][C:44]([C:47]([F:50])([F:49])[F:48])=[CH:45][CH:46]=1)[CH3:40])=[N:35][C:36]([NH2:38])=[S:37]. (5) Given the product [CH3:21][O:20][C:13]1[CH:14]=[C:15]([O:18][CH3:19])[CH:16]=[CH:17][C:12]=1[CH2:11][N:9]1[CH2:10][C:6]2[C:5]([F:23])=[C:4]([NH:24][C@@H:25]3[CH2:30][CH2:29][CH2:28][CH2:27][C@@H:26]3[NH:31][C:32](=[O:38])[O:33][C:34]([CH3:37])([CH3:36])[CH3:35])[N:3]=[C:2]([C:49]3[CH:48]=[N:47][N:46]([CH3:45])[CH:50]=3)[C:7]=2[C:8]1=[O:22], predict the reactants needed to synthesize it. The reactants are: Cl[C:2]1[C:7]2[C:8](=[O:22])[N:9]([CH2:11][C:12]3[CH:17]=[CH:16][C:15]([O:18][CH3:19])=[CH:14][C:13]=3[O:20][CH3:21])[CH2:10][C:6]=2[C:5]([F:23])=[C:4]([NH:24][C@@H:25]2[CH2:30][CH2:29][CH2:28][CH2:27][C@@H:26]2[NH:31][C:32](=[O:38])[O:33][C:34]([CH3:37])([CH3:36])[CH3:35])[N:3]=1.C(=O)([O-])[O-].[Na+].[Na+].[CH3:45][N:46]1[CH:50]=[C:49](B2OC(C)(C)C(C)(C)O2)[CH:48]=[N:47]1.CCOC(C)=O. (6) Given the product [Cl:1][C:2]1[C:3]([CH3:12])=[CH:4][C:5]([NH:13][CH:14]2[CH2:15][CH2:16][N:17]([C:20]([O:22][C:23]([CH3:26])([CH3:25])[CH3:24])=[O:21])[CH2:18][CH2:19]2)=[C:6]([N+:8]([O-:10])=[O:9])[CH:7]=1, predict the reactants needed to synthesize it. The reactants are: [Cl:1][C:2]1[CH:7]=[C:6]([N+:8]([O-:10])=[O:9])[C:5](F)=[CH:4][C:3]=1[CH3:12].[NH2:13][CH:14]1[CH2:19][CH2:18][N:17]([C:20]([O:22][C:23]([CH3:26])([CH3:25])[CH3:24])=[O:21])[CH2:16][CH2:15]1.C(N(C(C)C)CC)(C)C. (7) Given the product [C:1]([O:5][C:6]([NH:7][C@H:8]([C:10]1[CH:15]=[CH:14][C:13]([CH:31]([OH:32])[C@:33]2([CH3:48])[CH2:37][CH2:36][CH2:35][N:34]2[C:38]([O:40][CH2:41][C:42]2[CH:47]=[CH:46][CH:45]=[CH:44][CH:43]=2)=[O:39])=[CH:12][CH:11]=1)[CH3:9])=[O:17])([CH3:4])([CH3:3])[CH3:2], predict the reactants needed to synthesize it. The reactants are: [C:1]([O:5][C:6](=[O:17])[NH:7][C@H:8]([C:10]1[CH:15]=[CH:14][C:13](Br)=[CH:12][CH:11]=1)[CH3:9])([CH3:4])([CH3:3])[CH3:2].CN(C)CCN(C)C.C([Li])CCC.[CH:31]([C@:33]1([CH3:48])[CH2:37][CH2:36][CH2:35][N:34]1[C:38]([O:40][CH2:41][C:42]1[CH:47]=[CH:46][CH:45]=[CH:44][CH:43]=1)=[O:39])=[O:32].[Cl-].[NH4+]. (8) Given the product [N+:1]([C:4]1[CH:13]=[C:12]2[C:7]([CH2:8][CH2:9][CH2:10][C:11]2=[N:15][OH:16])=[CH:6][CH:5]=1)([O-:3])=[O:2], predict the reactants needed to synthesize it. The reactants are: [N+:1]([C:4]1[CH:13]=[C:12]2[C:7]([CH2:8][CH2:9][CH2:10][C:11]2=O)=[CH:6][CH:5]=1)([O-:3])=[O:2].[NH2:15][OH:16]. (9) Given the product [OH:8][CH2:9][C:10]1([CH3:30])[S:16][CH2:15][CH2:14][N:13]2[C:17]([C:20]3([C:23]4[CH:28]=[CH:27][C:26]([C:37]5[CH:38]=[CH:39][CH:40]=[C:35]([C:33]([N:32]([CH3:44])[CH3:31])=[O:34])[CH:36]=5)=[CH:25][CH:24]=4)[CH2:21][CH2:22]3)=[N:18][N:19]=[C:12]2[CH2:11]1, predict the reactants needed to synthesize it. The reactants are: [Si]([O:8][CH2:9][C:10]1([CH3:30])[S:16][CH2:15][CH2:14][N:13]2[C:17]([C:20]3([C:23]4[CH:28]=[CH:27][C:26](Cl)=[CH:25][CH:24]=4)[CH2:22][CH2:21]3)=[N:18][N:19]=[C:12]2[CH2:11]1)(C(C)(C)C)(C)C.[CH3:31][N:32]([CH3:44])[C:33]([C:35]1[CH:36]=[C:37](B(O)O)[CH:38]=[CH:39][CH:40]=1)=[O:34].C1(P(C2CCCCC2)C2CCCCC2)CCCCC1.P([O-])([O-])([O-])=O.[K+].[K+].[K+].Cl. (10) The reactants are: [Cl:1][C:2]1[CH:7]=[CH:6][C:5]([C:8](=[O:10])[CH3:9])=[C:4]([OH:11])[CH:3]=1.[CH2:12](I)[CH3:13].C(=O)([O-])[O-].[K+].[K+]. Given the product [Cl:1][C:2]1[CH:7]=[CH:6][C:5]([C:8](=[O:10])[CH3:9])=[C:4]([O:11][CH2:12][CH3:13])[CH:3]=1, predict the reactants needed to synthesize it.